From a dataset of Forward reaction prediction with 1.9M reactions from USPTO patents (1976-2016). Predict the product of the given reaction. (1) Given the reactants [NH2:1][C:2]1[C:7]([CH3:8])=[CH:6][N:5]=[C:4]([NH:9][C@@H:10]2[CH2:15][CH2:14][C@H:13]([NH:16][C:17](=[O:27])[C:18]3[CH:23]=[C:22]([F:24])[C:21]([F:25])=[C:20]([F:26])[CH:19]=3)[CH2:12][CH2:11]2)[CH:3]=1.C=O.[BH3-][C:31]#N.[Na+].[ClH:34], predict the reaction product. The product is: [ClH:34].[F:26][C:20]1[CH:19]=[C:18]([CH:23]=[C:22]([F:24])[C:21]=1[F:25])[C:17]([NH:16][C@H:13]1[CH2:12][CH2:11][C@@H:10]([NH:9][C:4]2[CH:3]=[C:2]([NH:1][CH3:31])[C:7]([CH3:8])=[CH:6][N:5]=2)[CH2:15][CH2:14]1)=[O:27]. (2) Given the reactants [Cl:1][C:2]1[N:7]=[CH:6][C:5]([C:8]2[O:23][C:11]3[N:12]=[CH:13][N:14]=[C:15]([N:16]4[CH2:21][CH2:20][CH:19]([OH:22])[CH2:18][CH2:17]4)[C:10]=3[C:9]=2[C:24]2[CH:29]=[CH:28][C:27]([F:30])=[CH:26][CH:25]=2)=[CH:4][CH:3]=1.[CH2:31]([NH2:34])[CH2:32][NH2:33], predict the reaction product. The product is: [ClH:1].[NH2:33][CH2:32][CH2:31][NH:34][C:2]1[N:7]=[CH:6][C:5]([C:8]2[O:23][C:11]3[N:12]=[CH:13][N:14]=[C:15]([N:16]4[CH2:21][CH2:20][CH:19]([OH:22])[CH2:18][CH2:17]4)[C:10]=3[C:9]=2[C:24]2[CH:29]=[CH:28][C:27]([F:30])=[CH:26][CH:25]=2)=[CH:4][CH:3]=1. (3) The product is: [C:1]([O:5][C:6]([N:8]1[CH:13]=[CH:12][C:11]([CH:14]2[O:23][C:17]3=[CH:18][N:19]=[C:20]([N:32]4[CH2:31][CH2:30][N:29]([S:26]([CH2:24][CH3:25])(=[O:27])=[O:28])[CH2:34][CH2:33]4)[CH:21]=[C:16]3[CH2:15]2)=[CH:10][CH2:9]1)=[O:7])([CH3:4])([CH3:3])[CH3:2]. Given the reactants [C:1]([O:5][C:6]([N:8]1[CH2:13][CH2:12][CH:11]([CH:14]2[O:23][C:17]3=[CH:18][N:19]=[C:20](Cl)[CH:21]=[C:16]3[CH2:15]2)[CH2:10][CH2:9]1)=[O:7])([CH3:4])([CH3:3])[CH3:2].[CH2:24]([S:26]([N:29]1[CH2:34][CH2:33][NH:32][CH2:31][CH2:30]1)(=[O:28])=[O:27])[CH3:25], predict the reaction product.